From a dataset of Full USPTO retrosynthesis dataset with 1.9M reactions from patents (1976-2016). Predict the reactants needed to synthesize the given product. (1) Given the product [CH2:1]([C:3]1[C:4]([NH:34][CH:32]2[C:33]3[C:28](=[CH:27][CH:26]=[CH:25][C:24]=3[O:23][CH3:22])[CH2:29][CH2:30][CH2:31]2)=[N:5][C:6]([CH2:9][CH3:10])=[CH:7][N:8]=1)[CH3:2], predict the reactants needed to synthesize it. The reactants are: [CH2:1]([C:3]1[C:4](N[C@@H]2C3C(=CC=CC=3)C[C@@H]2O)=[N:5][C:6]([CH2:9][CH3:10])=[CH:7][N:8]=1)[CH3:2].[CH3:22][O:23][C:24]1[CH:25]=[CH:26][CH:27]=[C:28]2[C:33]=1[CH:32]([NH2:34])[CH2:31][CH2:30][CH2:29]2. (2) Given the product [CH2:1]([O:3][CH:4]1[CH2:13][CH2:12][C:7](=[O:8])[CH2:6][CH2:5]1)[CH3:2], predict the reactants needed to synthesize it. The reactants are: [CH2:1]([O:3][CH:4]1[CH2:13][CH2:12][C:7]2(OCC[O:8]2)[CH2:6][CH2:5]1)[CH3:2].Cl. (3) Given the product [O:19]1[CH2:20][CH2:21][N:16]([C:8]2[NH:9][C:5]([C:2](=[O:4])[CH3:3])=[CH:6][N:7]=2)[CH2:17][CH2:18]1, predict the reactants needed to synthesize it. The reactants are: Cl.[C:2]([C:5]1[N:9](S(N(C)C)(=O)=O)[C:8]([N:16]2[CH2:21][CH2:20][O:19][CH2:18][CH2:17]2)=[N:7][CH:6]=1)(=[O:4])[CH3:3].C([O-])([O-])=O.[Na+].[Na+]. (4) Given the product [C:1]([O:5][C:6]([N:8]1[CH2:13][C@H:12]([CH2:14][N:41]2[CH2:42][CH2:43][O:44][CH2:45][C@H:40]2[CH3:39])[N:11]([CH2:16][C:17]([N:19]2[C:27]3[C:22](=[N:23][CH:24]=[C:25]([CH2:28][C:29]4[CH:34]=[CH:33][CH:32]=[CH:31][C:30]=4[F:35])[CH:26]=3)[C:21]([CH3:37])([CH3:36])[CH2:20]2)=[O:18])[CH2:10][C@H:9]1[CH3:38])=[O:7])([CH3:4])([CH3:3])[CH3:2], predict the reactants needed to synthesize it. The reactants are: [C:1]([O:5][C:6]([N:8]1[CH2:13][C@H:12]([CH2:14]Cl)[N:11]([CH2:16][C:17]([N:19]2[C:27]3[C:22](=[N:23][CH:24]=[C:25]([CH2:28][C:29]4[CH:34]=[CH:33][CH:32]=[CH:31][C:30]=4[F:35])[CH:26]=3)[C:21]([CH3:37])([CH3:36])[CH2:20]2)=[O:18])[CH2:10][C@H:9]1[CH3:38])=[O:7])([CH3:4])([CH3:3])[CH3:2].[CH3:39][C@@H:40]1[CH2:45][O:44][CH2:43][CH2:42][NH:41]1. (5) Given the product [C:22]1([NH:21][C:9](=[O:10])[O:11][C:12]([CH3:13])([CH3:14])[CH3:15])[CH:27]=[CH:26][CH:25]=[CH:24][CH:23]=1, predict the reactants needed to synthesize it. The reactants are: [CH3:13][C:12]([O:11][C:9](O[C:9]([O:11][C:12]([CH3:15])([CH3:14])[CH3:13])=[O:10])=[O:10])([CH3:15])[CH3:14].Cl.NC(N)=N.[NH2:21][C:22]1[CH:27]=[CH:26][CH:25]=[CH:24][CH:23]=1. (6) The reactants are: [CH3:1][C:2]1[C:6]([C:7]2[C:17]3[O:16][CH2:15][CH2:14][N:13](C(OC(C)(C)C)=O)[CH2:12][C:11]=3[CH:10]=[CH:9][CH:8]=2)=[C:5]([CH3:25])[O:4][N:3]=1.C(OCC)(=O)C.[ClH:32]. Given the product [ClH:32].[CH3:1][C:2]1[C:6]([C:7]2[C:17]3[O:16][CH2:15][CH2:14][NH:13][CH2:12][C:11]=3[CH:10]=[CH:9][CH:8]=2)=[C:5]([CH3:25])[O:4][N:3]=1, predict the reactants needed to synthesize it.